Dataset: Forward reaction prediction with 1.9M reactions from USPTO patents (1976-2016). Task: Predict the product of the given reaction. (1) Given the reactants Br[CH2:2][C:3]([O:5][CH2:6][CH3:7])=[O:4].[OH:8][N:9]1[C:13](=[O:14])[C:12]2=[CH:15][CH:16]=[CH:17][CH:18]=[C:11]2[C:10]1=[O:19].CCN(C(C)C)C(C)C.[Cl-].[NH4+], predict the reaction product. The product is: [CH2:6]([O:5][C:3](=[O:4])[CH2:2][O:8][N:9]1[C:13](=[O:14])[C:12]2[C:11](=[CH:18][CH:17]=[CH:16][CH:15]=2)[C:10]1=[O:19])[CH3:7]. (2) Given the reactants [Cl:1][C:2]1[C:3]([N:14]2[CH2:19][CH2:18][N:17](C(OC(C)(C)C)=O)[CH2:16][CH2:15]2)=[N:4][CH:5]=[C:6]([C:8]([O:10][CH:11]([CH3:13])[CH3:12])=[O:9])[CH:7]=1.[ClH:27], predict the reaction product. The product is: [ClH:1].[ClH:27].[Cl:1][C:2]1[C:3]([N:14]2[CH2:19][CH2:18][NH:17][CH2:16][CH2:15]2)=[N:4][CH:5]=[C:6]([CH:7]=1)[C:8]([O:10][CH:11]([CH3:13])[CH3:12])=[O:9]. (3) The product is: [CH3:16][C:14]1[N:15]=[C:11]([C:6]2[C:7](=[O:9])[NH:8][C:3](=[O:2])[NH:4][CH:5]=2)[S:12][CH:13]=1. Given the reactants C[O:2][C:3]1[N:8]=[C:7]([O:9]C)[C:6]([C:11]2[S:12][CH:13]=[C:14]([CH3:16])[N:15]=2)=[CH:5][N:4]=1, predict the reaction product. (4) Given the reactants C[C:2]1([C:11]([OH:13])=O)[CH2:7][CH2:6][CH:5]([C:8]([OH:10])=[O:9])[CH2:4][CH2:3]1.[C:14](Cl)(Cl)=O.N1CCC([C:24]2[CH:29]=[CH:28][C:27]([NH:30][C:31]([C:33]3[N:34]=[C:35]([C:42]4[CH:47]=[CH:46][CH:45]=[CH:44][CH:43]=4)[O:36][C:37]=3[C:38]([F:41])([F:40])[F:39])=[O:32])=[CH:26][CH:25]=2)CC1.C([N:50]([CH2:53][CH3:54])[CH2:51][CH3:52])C, predict the reaction product. The product is: [C:42]1([C:35]2[O:36][C:37]([C:38]([F:41])([F:39])[F:40])=[C:33]([C:31]([NH:30][C:27]3[CH:28]=[CH:29][C:24]([CH:53]4[CH2:54][CH2:14][CH2:52][CH2:51][N:50]4[C:11]([CH:2]4[CH2:3][CH2:4][CH:5]([C:8]([OH:10])=[O:9])[CH2:6][CH2:7]4)=[O:13])=[CH:25][CH:26]=3)=[O:32])[N:34]=2)[CH:43]=[CH:44][CH:45]=[CH:46][CH:47]=1. (5) Given the reactants [OH:1][CH2:2][C:3]1[CH:8]=[CH:7][C:6]([CH2:9][CH2:10][C:11]2[N:12]=[C:13]([NH:26][C:27](=[O:29])[CH3:28])[S:14][C:15]=2[C:16]2[CH:21]=[CH:20][C:19]([S:22]([CH3:25])(=[O:24])=[O:23])=[CH:18][CH:17]=2)=[CH:5][CH:4]=1.O[N:31]1[C:35](=[O:36])[C:34]2=[CH:37][CH:38]=[CH:39][CH:40]=[C:33]2[C:32]1=[O:41].C1(P(C2C=CC=CC=2)C2C=CC=CC=2)C=CC=CC=1.N(C(OCC)=O)=NC(OCC)=O.C(=O)([O-])O.[Na+], predict the reaction product. The product is: [O:41]=[C:32]1[C:33]2[C:34](=[CH:37][CH:38]=[CH:39][CH:40]=2)[C:35](=[O:36])[N:31]1[O:1][CH2:2][C:3]1[CH:4]=[CH:5][C:6]([CH2:9][CH2:10][C:11]2[N:12]=[C:13]([NH:26][C:27](=[O:29])[CH3:28])[S:14][C:15]=2[C:16]2[CH:21]=[CH:20][C:19]([S:22]([CH3:25])(=[O:24])=[O:23])=[CH:18][CH:17]=2)=[CH:7][CH:8]=1. (6) Given the reactants Br[C:2]1[CH:7]=[CH:6][C:5]([C:8]2[O:12][N:11]=[C:10]([CH3:13])[C:9]=2[CH:14]=[O:15])=[CH:4][CH:3]=1.[CH2:16]([O:18][C:19]([C:21]1([C:24]2[CH:29]=[CH:28][C:27](B3OC(C)(C)C(C)(C)O3)=[CH:26][CH:25]=2)[CH2:23][CH2:22]1)=[O:20])[CH3:17], predict the reaction product. The product is: [CH2:16]([O:18][C:19]([C:21]1([C:24]2[CH:29]=[CH:28][C:27]([C:2]3[CH:7]=[CH:6][C:5]([C:8]4[O:12][N:11]=[C:10]([CH3:13])[C:9]=4[CH:14]=[O:15])=[CH:4][CH:3]=3)=[CH:26][CH:25]=2)[CH2:22][CH2:23]1)=[O:20])[CH3:17]. (7) Given the reactants [NH2:1][C:2]1[C:7]([C:8]#[N:9])=[C:6]([CH:10]2[CH2:15][CH2:14][N:13](C(OC(C)(C)C)=O)[CH2:12][CH2:11]2)[C:5]([C:23]#[N:24])=[C:4]([S:25][CH2:26][C:27]2[N:28]=[C:29]([NH:32][C:33]3[CH:38]=[CH:37][C:36]([F:39])=[CH:35][CH:34]=3)[S:30][CH:31]=2)[N:3]=1.Cl, predict the reaction product. The product is: [NH2:1][C:2]1[C:7]([C:8]#[N:9])=[C:6]([CH:10]2[CH2:15][CH2:14][NH:13][CH2:12][CH2:11]2)[C:5]([C:23]#[N:24])=[C:4]([S:25][CH2:26][C:27]2[N:28]=[C:29]([NH:32][C:33]3[CH:38]=[CH:37][C:36]([F:39])=[CH:35][CH:34]=3)[S:30][CH:31]=2)[N:3]=1. (8) The product is: [Br:7][C:8]1[CH:9]=[CH:10][C:11]([O:6][CH2:3][C:4]#[CH:5])=[N:12][CH:13]=1. Given the reactants [H-].[Na+].[CH2:3]([OH:6])[C:4]#[CH:5].[Br:7][C:8]1[CH:9]=[CH:10][C:11](F)=[N:12][CH:13]=1.O, predict the reaction product. (9) Given the reactants Br[CH:2]1[CH2:8][CH2:7][N:6]([CH3:9])[C:5]2=[N:10][N:11]([CH2:13][C:14]3[CH:19]=[CH:18][C:17]([O:20][CH3:21])=[CH:16][CH:15]=3)[CH:12]=[C:4]2[C:3]1=O.[CH3:23][C:24]1[CH:29]=[CH:28][N:27]=[C:26]([NH:30][C:31]([NH2:33])=[S:32])[N:25]=1, predict the reaction product. The product is: [CH3:21][O:20][C:17]1[CH:18]=[CH:19][C:14]([CH2:13][N:11]2[CH:12]=[C:4]3[C:5]([N:6]([CH3:9])[CH2:7][CH2:8][C:2]4[S:32][C:31]([NH:30][C:26]5[N:25]=[C:24]([CH3:23])[CH:29]=[CH:28][N:27]=5)=[N:33][C:3]=43)=[N:10]2)=[CH:15][CH:16]=1. (10) Given the reactants [C:1]([O-:9])(=O)[C:2]1[CH:7]=[CH:6][CH:5]=[CH:4][CH:3]=1.[BH4-].[Na+].[CH2:20]([Te:19][Te:19][CH2:20][CH2:21][CH2:22][CH2:23][CH2:24][CH3:25])[CH2:21][CH2:22][CH2:23][CH2:24][CH3:25].[CH2:26]1[CH2:30][O:29]C[CH2:27]1, predict the reaction product. The product is: [CH2:20]([Te:19][CH2:27][CH2:26][CH2:30][O:29][C:6]1[CH:7]=[C:2]([CH:3]=[C:4]([O:29][CH2:30][CH2:26][CH2:27][Te:19][CH2:20][CH2:21][CH2:22][CH2:23][CH2:24][CH3:25])[CH:5]=1)[CH2:1][OH:9])[CH2:21][CH2:22][CH2:23][CH2:24][CH3:25].